Dataset: Catalyst prediction with 721,799 reactions and 888 catalyst types from USPTO. Task: Predict which catalyst facilitates the given reaction. (1) Reactant: Cl[C:2]1[C:3]2[NH:10][CH:9]=[C:8]([C@@H:11]3[N:15]([C:16]([O:18][C:19]([CH3:22])([CH3:21])[CH3:20])=[O:17])[C@H:14]([CH2:23][OH:24])[C@H:13]4[O:25][C:26]([CH3:29])([CH3:28])[O:27][C@@H:12]34)[C:4]=2[N:5]=[CH:6][N:7]=1.[N-:30]=[N+:31]=[N-:32].[Na+]. Product: [N:30]([C:2]1[C:3]2[NH:10][CH:9]=[C:8]([C@@H:11]3[N:15]([C:16]([O:18][C:19]([CH3:22])([CH3:21])[CH3:20])=[O:17])[C@@H:14]([CH2:23][OH:24])[C@H:13]4[O:25][C:26]([CH3:29])([CH3:28])[O:27][C@@H:12]34)[C:4]=2[N:5]=[CH:6][N:7]=1)=[N+:31]=[N-:32]. The catalyst class is: 479. (2) Reactant: C(O)(=O)C.[Br:5][C:6]1[CH:11]=[CH:10][C:9]([CH:12]2[CH2:14][O:13]2)=[CH:8][CH:7]=1.O. Product: [Br:5][C:6]1[CH:11]=[CH:10][C:9]([C@@H:12]2[CH2:14][O:13]2)=[CH:8][CH:7]=1. The catalyst class is: 247. (3) Product: [Br-:1].[F:12][C:4]1[CH:5]=[CH:6][CH:7]=[C:8]([N+:9]([O-:11])=[O:10])[C:3]=1[CH2:2][P+:19]([C:20]1[CH:21]=[CH:22][CH:23]=[CH:24][CH:25]=1)([C:26]1[CH:31]=[CH:30][CH:29]=[CH:28][CH:27]=1)[C:13]1[CH:14]=[CH:15][CH:16]=[CH:17][CH:18]=1. Reactant: [Br:1][CH2:2][C:3]1[C:8]([N+:9]([O-:11])=[O:10])=[CH:7][CH:6]=[CH:5][C:4]=1[F:12].[C:13]1([P:19]([C:26]2[CH:31]=[CH:30][CH:29]=[CH:28][CH:27]=2)[C:20]2[CH:25]=[CH:24][CH:23]=[CH:22][CH:21]=2)[CH:18]=[CH:17][CH:16]=[CH:15][CH:14]=1. The catalyst class is: 10. (4) Reactant: [Cl:1][C:2]1[CH:3]=[C:4]([CH2:9][C:10]([NH:12][NH:13][C:14](=O)[CH2:15][O:16][C:17]2[CH:18]=[C:19]3[C:24](=[CH:25][CH:26]=2)[NH:23][C:22](=[O:27])[CH:21]=[CH:20]3)=[O:11])[CH:5]=[CH:6][C:7]=1[Cl:8].S(Cl)(C1C=CC(C)=CC=1)(=O)=O. Product: [Cl:1][C:2]1[CH:3]=[C:4]([CH:5]=[CH:6][C:7]=1[Cl:8])[CH2:9][C:10]1[O:11][C:14]([CH2:15][O:16][C:17]2[CH:18]=[C:19]3[C:24](=[CH:25][CH:26]=2)[NH:23][C:22](=[O:27])[CH:21]=[CH:20]3)=[N:13][N:12]=1. The catalyst class is: 2. (5) Reactant: [Cl:1][C:2]1[CH:3]=[C:4]([CH:13]=[CH:14][CH:15]=1)[CH2:5][C:6]1[CH:10]=[CH:9][S:8][C:7]=1[C:11]#[N:12].[Li]CCCC.CCCCCC.CN([CH:30]=[O:31])C. Product: [Cl:1][C:2]1[CH:3]=[C:4]([CH:13]=[CH:14][CH:15]=1)[CH2:5][C:6]1[CH:10]=[C:9]([CH:30]=[O:31])[S:8][C:7]=1[C:11]#[N:12]. The catalyst class is: 1. (6) Reactant: [Cl:1][C:2]1[CH:7]=[CH:6][C:5]([S:8][C:9]2[C:17]3[C:12](=[N:13][CH:14]=[CH:15][CH:16]=3)[NH:11][C:10]=2[C:18]2[CH:19]=[CH:20][C:21](F)=[C:22]([CH:25]=2)[CH:23]=O)=[CH:4][CH:3]=1.II.C1COCC1.[NH2:34][NH2:35]. Product: [Cl:1][C:2]1[CH:7]=[CH:6][C:5]([S:8][C:9]2[C:17]3[C:12](=[N:13][CH:14]=[CH:15][CH:16]=3)[NH:11][C:10]=2[C:18]2[CH:25]=[C:22]3[C:21](=[CH:20][CH:19]=2)[NH:35][N:34]=[CH:23]3)=[CH:4][CH:3]=1. The catalyst class is: 2. (7) Reactant: O[C@@H:2]([C:4]1[CH:5]=[C:6]([CH:9]=[CH:10][CH:11]=1)[C:7]#[N:8])[CH3:3].CS(Cl)(=O)=O.S([O-])(=O)(=O)C.[CH3:22][O:23][C:24]1[CH:29]=[CH:28][C:27]([C:30]2[C:35]([CH3:36])=[C:34]([C:37]([F:40])([F:39])[F:38])[N:33]3[N:41]=[CH:42][C:43]([C:44]([N:46]4[CH2:51][CH2:50][NH:49][CH2:48][C@H:47]4[CH3:52])=[O:45])=[C:32]3[N:31]=2)=[CH:26][CH:25]=1. Product: [CH3:22][O:23][C:24]1[CH:25]=[CH:26][C:27]([C:30]2[C:35]([CH3:36])=[C:34]([C:37]([F:39])([F:38])[F:40])[N:33]3[N:41]=[CH:42][C:43]([C:44]([N:46]4[CH2:51][CH2:50][N:49]([C@H:2]([C:4]5[CH:5]=[C:6]([CH:9]=[CH:10][CH:11]=5)[C:7]#[N:8])[CH3:3])[CH2:48][C@H:47]4[CH3:52])=[O:45])=[C:32]3[N:31]=2)=[CH:28][CH:29]=1. The catalyst class is: 25.